This data is from Catalyst prediction with 721,799 reactions and 888 catalyst types from USPTO. The task is: Predict which catalyst facilitates the given reaction. (1) Reactant: [CH2:1]([CH:11]([CH2:24][CH2:25][CH2:26]/[CH:27]=[CH:28]\[CH2:29][CH2:30][CH2:31][CH2:32][CH3:33])[CH:12]([OH:23])[CH2:13][CH2:14][CH2:15]/[CH:16]=[CH:17]\[CH2:18][CH2:19][CH2:20][CH2:21][CH3:22])[CH2:2][CH2:3]/[CH:4]=[CH:5]\[CH2:6][CH2:7][CH2:8][CH2:9][CH3:10].Cl.[CH3:35][N:36]([CH3:43])[CH2:37][CH2:38][CH2:39][C:40](O)=[O:41].CCN=C=NCCCN(C)C.Cl.C(N(C(C)C)CC)(C)C.CN(C1C=CC=CN=1)C. Product: [CH3:35][N:36]([CH3:43])[CH2:37][CH2:38][CH2:39][C:40]([O:23][CH:12]([CH:11]([CH2:1][CH2:2][CH2:3]/[CH:4]=[CH:5]\[CH2:6][CH2:7][CH2:8][CH2:9][CH3:10])[CH2:24][CH2:25][CH2:26][CH:27]=[CH:28][CH2:29][CH2:30][CH2:31][CH2:32][CH3:33])[CH2:13][CH2:14][CH2:15][CH:16]=[CH:17][CH2:18][CH2:19][CH2:20][CH2:21][CH3:22])=[O:41]. The catalyst class is: 4. (2) Reactant: [CH3:1][N:2]1[C:11]2[C:6](=[C:7]([N+:16]([O-])=O)[C:8]([F:15])=[C:9]([F:14])[C:10]=2[O:12][CH3:13])[C:5](=[O:19])[C:4]([C:20]([O:22][CH2:23][CH3:24])=[O:21])=[CH:3]1. Product: [NH2:16][C:7]1[C:8]([F:15])=[C:9]([F:14])[C:10]([O:12][CH3:13])=[C:11]2[C:6]=1[C:5](=[O:19])[C:4]([C:20]([O:22][CH2:23][CH3:24])=[O:21])=[CH:3][N:2]2[CH3:1]. The catalyst class is: 409.